This data is from Experimentally validated miRNA-target interactions with 360,000+ pairs, plus equal number of negative samples. The task is: Binary Classification. Given a miRNA mature sequence and a target amino acid sequence, predict their likelihood of interaction. (1) Result: 0 (no interaction). The miRNA is hsa-miR-8079 with sequence CAGUGAUCGUCUCUGCUGGC. The protein sequence of the target gene is MSDAAEAPREATGENGETEMKEEEEPNPNYKEVEDPQQESKDDTIAWRESQEEERKTGEEEGEEEGKEDKKIVMEETEEKAGEVQEKEASGIQEETTVEPQEVTASMIRLETQITDSQSITSGIFPKTQRGSKSKLSLQLEDAETDELLRDLSTQIEFLDLDQISPEEQQISSPERQPSGELEEKTDRMPQDELGQERRDLEPENREEGQERRVSDIQSKAGISRESLVSSTTEDILFQKDKSTPVYPLTMTWSFGWNSSLPVYYIREERQRVLLYVCAHTAIIYNVFRNNQYHLQGHAN.... (2) The miRNA is mmu-miR-1943-5p with sequence AAGGGAGGAUCUGGGCACCUGGA. The protein sequence of the target gene is MTSSYGHVLERQPALGGRLDSPGNLDTLQAKKNFSVSHLLDLEEAGDMVAAQADESVGEAGRSLLESPGLTSGSDTPQQDNDQLNSEEKKKRKQRRNRTTFNSSQLQALERVFERTHYPDAFVREDLARRVNLTEARVQVWFQNRRAKFRRNERAMLANKNASLLKSYSGDVTAVEQPIVPRPAPRPTDYLSWGTASPYSAMATYSATCANNSPAQGINMANSIANLRLKAKEYSLQRNQVPTVN. Result: 1 (interaction). (3) The miRNA is hsa-miR-661 with sequence UGCCUGGGUCUCUGGCCUGCGCGU. The protein sequence of the target gene is MQDDSIEASTSISQLLRESYLAETRHRGNNERSRAEPSSNPCHFGSPSGAAEGGGGQDDLPDLSAFLSQEELDESVNLARLAINYDPLEKADETQARKRLSPDQMKHSPNLSFEPNFCQDNPRSPTSSKESPQEAKRPQYCSETQSKKVFLNKAADFIEELSSLFKSHSSKRIRPRACKNHKSKLESQNKVMQENSSSFSDLSERRERSSVPIPIPADTRDNEVNHALEQQEAKRREAEQAASEAAGGDTTPGSSPSSLYYEEPLGQPPRFTQKLRSREVPEGTRVQLDCIVVGIPPPQV.... Result: 1 (interaction). (4) The miRNA is hsa-miR-3665 with sequence AGCAGGUGCGGGGCGGCG. The protein sequence of the target gene is MLPRRPLAWPAWLLRGAPGAAGSWGRPVGPLARRGCCSAPGTPEVPLTRERYPVRRLPFSTVSKQDLAAFERIVPGGVVTDPEALQAPNVDWLRTLRGCSKVLLRPRTSEEVSHILRHCHERNLAVNPQGGNTGMVGGSVPVFDEIILSTARMNRVLSFHSVSGILVCQAGCVLEELSRYVEERDFIMPLDLGAKGSCHIGGNVATNAGGLRFLRYGSLHGTVLGLEVVLADGTVLDCLTSLRKDNTGYDLKQLFIGSEGTLGIITTVSILCPPKPRAVNVAFLGCPGFAEVLQTFSTCK.... Result: 0 (no interaction). (5) The miRNA is hsa-miR-181b-5p with sequence AACAUUCAUUGCUGUCGGUGGGU. The protein sequence of the target gene is MAAAAGAVVASAASGPAEGKKITELRVIDLRSELKRRNLDINGVKTVLVSRLKQAIEEEGGDPDNIELTVSTDTPNKKPTKGKGKKQEADELSGDASVEDDSFVKDCELENQETHDQDGNEELKDLEEFGENEEEIVHSQELLSTEENKTTQEFVEAEAIEDREKEDIESQETEAQEGEDDTFLTAQDGEEEENEKDIAGSGDGTQEVSKPLPSEGSLAEADHTAHEEMEANATGKEAEDDNISVTIQAEDAITLDFDGDDLLETGKNVKITDSEASKPKDVQDAIAQSPEKEAKDYEMN.... Result: 0 (no interaction). (6) The miRNA is hsa-miR-4484 with sequence AAAAGGCGGGAGAAGCCCCA. The protein sequence of the target gene is MSTAAFHISSLLEKMTSSDKDFRFMATSDLMSELQKDSIQLDEDSERKVVKMLLRLLEDKNGEVQNLAVKCLGPLVVKVKEYQVETIVDTLCTNMRSDKEQLRDIAGIGLKTVLSELPPAATGSGLATNVCRKITGQLTSAIAQQEDVAVQLEALDILSDMLSRLGVPLGAFHASLLHCLLPQLSSPRLAVRKRAVGALGHLAAACSTDLFVELADHLLDRLPGPRVPTSPTAIRTLIQCLGSVGRQAGHRLGAHLDRLVPLVEDFCNLDDDELRESCLQAFEAFLRKCPKEMGPHVPNV.... Result: 0 (no interaction). (7) The miRNA is mmu-miR-3098-3p with sequence UUCUGCUGCCUGCCUUUAGGA. The protein sequence of the target gene is MDRARLWLGLLLPVVAALDFRYHHQEGMEAFLKSVAQNYSSITHLHSIGKSVRGRNLWVLVVGQTPKEHRVGIPEFKYVANMHGDETVGRELLLHLIDYLVSSYRKDPEITHLIDSTRIHIMPSMNPDGFEAVQKPDCYYSNGRENYNNYDLNRNFPDAFENNNVTKQPETLAIMEWLKTETFVLSANLHGGALVASYPFDNGVQATGTLLSRSLTPDDDVFQHLAYTYASRNPNMTKGDQCKNKRNFPNGIINGYSWYPLQGGMQDYNYIWAQCFEITLELSCCKYPREEKLPLFWNDN.... Result: 1 (interaction).